Task: Predict the reactants needed to synthesize the given product.. Dataset: Full USPTO retrosynthesis dataset with 1.9M reactions from patents (1976-2016) (1) Given the product [OH:27][C:28]1[CH:35]=[CH:34][CH:33]=[CH:32][C:29]=1[CH2:30][NH:31][C:2]1[N:10]=[CH:9][N:8]=[C:7]2[C:3]=1[N:4]=[CH:5][N:6]2[CH:11]1[CH2:16][CH2:15][CH2:14][CH2:13][O:12]1, predict the reactants needed to synthesize it. The reactants are: Cl[C:2]1[N:10]=[CH:9][N:8]=[C:7]2[C:3]=1[N:4]=[CH:5][N:6]2[CH:11]1[CH2:16][CH2:15][CH2:14][CH2:13][O:12]1.ClC1N=CN=C2C=1NC=N2.[OH:27][C:28]1[CH:35]=[CH:34][CH:33]=[CH:32][C:29]=1[CH2:30][NH2:31].C(N(CC)CC)C. (2) Given the product [F:33][C:34]1[CH:39]=[CH:38][C:37]([CH:40]([C:59]2[CH:60]=[CH:61][C:62]([F:65])=[CH:63][CH:64]=2)[S:41]([CH2:42][CH2:43][N:44]2[CH2:45][CH2:46][N:47]([CH2:50][CH2:51][CH2:52][C:53]3[CH:58]=[CH:57][CH:56]=[CH:55][CH:54]=3)[CH2:48][CH2:49]2)=[O:15])=[CH:36][CH:35]=1, predict the reactants needed to synthesize it. The reactants are: C(S(CCN1CCN(CCCC2C=CC=CC=2)CC1)=[O:15])(C1C=CC=CC=1)C1C=CC=CC=1.[F:33][C:34]1[CH:39]=[CH:38][C:37]([CH:40]([C:59]2[CH:64]=[CH:63][C:62]([F:65])=[CH:61][CH:60]=2)[S:41][CH2:42][CH2:43][N:44]2[CH2:49][CH2:48][N:47]([CH2:50][CH2:51][CH2:52][C:53]3[CH:58]=[CH:57][CH:56]=[CH:55][CH:54]=3)[CH2:46][CH2:45]2)=[CH:36][CH:35]=1. (3) Given the product [CH:18]1([CH2:17][S:14]([CH:11]2[CH2:12][CH2:13][C:8]([CH2:7][NH:6][C:4](=[O:5])[C:3]3[CH:25]=[CH:26][C:27]([C:29]([F:32])([F:31])[F:30])=[N:28][C:2]=3[S:34][CH3:33])([CH2:21][CH:22]3[CH2:24][CH2:23]3)[CH2:9][CH2:10]2)(=[O:16])=[O:15])[CH2:20][CH2:19]1, predict the reactants needed to synthesize it. The reactants are: Cl[C:2]1[N:28]=[C:27]([C:29]([F:32])([F:31])[F:30])[CH:26]=[CH:25][C:3]=1[C:4]([NH:6][CH2:7][C:8]1([CH2:21][CH:22]2[CH2:24][CH2:23]2)[CH2:13][CH2:12][CH:11]([S:14]([CH2:17][CH:18]2[CH2:20][CH2:19]2)(=[O:16])=[O:15])[CH2:10][CH2:9]1)=[O:5].[CH3:33][S-:34].[Na+].O. (4) Given the product [N:23]1([C:27]([C:29]2[N:30]=[CH:31][C:32]([O:1][C:2]3[CH:3]=[C:4]([CH:14]=[C:15]([O:17][C@H:18]4[CH2:22][CH2:21][O:20][CH2:19]4)[CH:16]=3)[C:5]([NH:7][C:8]3[CH:12]=[CH:11][N:10]([CH3:13])[N:9]=3)=[O:6])=[N:33][CH:34]=2)=[O:28])[CH2:26][CH2:25][CH2:24]1, predict the reactants needed to synthesize it. The reactants are: [OH:1][C:2]1[CH:3]=[C:4]([CH:14]=[C:15]([O:17][C@H:18]2[CH2:22][CH2:21][O:20][CH2:19]2)[CH:16]=1)[C:5]([NH:7][C:8]1[CH:12]=[CH:11][N:10]([CH3:13])[N:9]=1)=[O:6].[N:23]1([C:27]([C:29]2[CH:34]=[N:33][C:32](Cl)=[CH:31][N:30]=2)=[O:28])[CH2:26][CH2:25][CH2:24]1.C(=O)([O-])[O-].[Cs+].[Cs+]. (5) Given the product [Cl:1][C:2]1[CH:7]=[CH:6][C:5]([CH:8]([CH:29]2[CH2:31][CH2:30]2)[C:9]([F:28])=[CH:10][CH:11]([C:14]2[CH:19]=[CH:18][C:17]([F:20])=[C:16]([O:21][C:22]3[CH:23]=[CH:24][CH:25]=[CH:26][CH:27]=3)[CH:15]=2)[C:12]#[N:13])=[CH:4][CH:3]=1, predict the reactants needed to synthesize it. The reactants are: [Cl:1][C:2]1[CH:7]=[CH:6][C:5]([C:8]([CH:29]2[CH2:31][CH2:30]2)=[C:9]([F:28])[CH:10]=[C:11]([C:14]2[CH:19]=[CH:18][C:17]([F:20])=[C:16]([O:21][C:22]3[CH:27]=[CH:26][CH:25]=[CH:24][CH:23]=3)[CH:15]=2)[C:12]#[N:13])=[CH:4][CH:3]=1.[Mg]. (6) Given the product [C:1]([O:5][C:6]([NH:8][C@@H:9]([CH2:17][CH2:18][CH2:19][CH2:20][I:46])[C:10]([O:12][C:13]([CH3:16])([CH3:15])[CH3:14])=[O:11])=[O:7])([CH3:4])([CH3:3])[CH3:2], predict the reactants needed to synthesize it. The reactants are: [C:1]([O:5][C:6]([NH:8][C@@H:9]([CH2:17][CH2:18][CH2:19][CH2:20]O)[C:10]([O:12][C:13]([CH3:16])([CH3:15])[CH3:14])=[O:11])=[O:7])([CH3:4])([CH3:3])[CH3:2].N1C=CN=C1.C1C=CC(P(C2C=CC=CC=2)C2C=CC=CC=2)=CC=1.[I:46]I. (7) Given the product [Si:11]([O:10][CH2:9][C:7]1[N:8]=[C:3]([CH2:2][NH2:1])[CH:4]=[CH:5][CH:6]=1)([C:14]([CH3:17])([CH3:16])[CH3:15])([CH3:13])[CH3:12], predict the reactants needed to synthesize it. The reactants are: [NH2:1][CH2:2][C:3]1[N:8]=[C:7]([CH2:9][OH:10])[CH:6]=[CH:5][CH:4]=1.[Si:11](Cl)([C:14]([CH3:17])([CH3:16])[CH3:15])([CH3:13])[CH3:12].N1C=CN=C1.[OH-].[Na+]. (8) Given the product [N+:12]([C:8]1[NH:7][O:6][CH:11]=[CH:10][CH:9]=1)([O-:14])=[O:13], predict the reactants needed to synthesize it. The reactants are: S(=O)(=O)(O)O.[O:6]1[CH:11]=[CH:10][CH:9]=[CH:8][NH:7]1.[N+:12]([O-])([OH:14])=[O:13].C(=O)([O-])[O-].[Na+].[Na+].